Dataset: Reaction yield outcomes from USPTO patents with 853,638 reactions. Task: Predict the reaction yield, written as a fraction of the theoretical maximum amount of product (1.0 means a 100% yield; for example, 0.34 means a 34% yield). (1) The yield is 0.200. The product is [CH2:20]([C:22]1[CH:23]=[C:24]([NH:25][CH:2]([C:14]2[CH:19]=[CH:18][CH:17]=[CH:16][CH:15]=2)[C:3]([C:5]2[C:13]3[C:8](=[CH:9][CH:10]=[CH:11][CH:12]=3)[NH:7][CH:6]=2)=[O:4])[CH:26]=[CH:27][CH:28]=1)[CH3:21]. The catalyst is C(#N)C. The reactants are Cl[CH:2]([C:14]1[CH:19]=[CH:18][CH:17]=[CH:16][CH:15]=1)[C:3]([C:5]1[C:13]2[C:8](=[CH:9][CH:10]=[CH:11][CH:12]=2)[NH:7][CH:6]=1)=[O:4].[CH2:20]([C:22]1[CH:23]=[C:24]([CH:26]=[CH:27][CH:28]=1)[NH2:25])[CH3:21].CCN(C(C)C)C(C)C. (2) The reactants are [C:1]([O:5][C@@H:6]([C:10]1[C:34]([CH3:35])=[N:33][C:32]2=[CH:36][C:29]3=[N:30][N:31]2[C:11]=1[N:12]1[CH2:38][CH2:37][C:15]([CH3:39])([O:16][CH2:17][CH:18]=[CH:19][C:20]2[CH:21]=[CH:22][CH:23]=[CH:24][C:25]=2[CH2:26][CH:27]=[CH:28]3)[CH2:14][CH2:13]1)[C:7]([OH:9])=[O:8])([CH3:4])([CH3:3])[CH3:2].C(N(CC)CC)C. The catalyst is CO.[Pd]. The product is [C:1]([O:5][C@@H:6]([C:10]1[C:34]([CH3:35])=[N:33][C:32]2=[CH:36][C:29]3=[N:30][N:31]2[C:11]=1[N:12]1[CH2:13][CH2:14][C:15]([CH3:39])([O:16][CH2:17][CH2:18][CH2:19][C:20]2[CH:21]=[CH:22][CH:23]=[CH:24][C:25]=2[CH2:26][CH2:27][CH2:28]3)[CH2:37][CH2:38]1)[C:7]([OH:9])=[O:8])([CH3:4])([CH3:2])[CH3:3]. The yield is 0.413. (3) The reactants are O[CH2:2][C:3]1[CH:12]=[N:11][C:10]2[N:9]3[CH2:13][CH2:14][S:15][CH2:16][CH:8]3[C:7](=[O:17])[NH:6][C:5]=2[CH:4]=1.[I-].C(C[P+](C)(C)C)#N.C(N(C(C)C)C(C)C)C.Cl.[Cl:36][C:37]1[CH:42]=[CH:41][C:40]([C:43]2[CH2:44][CH2:45][NH:46][CH2:47][CH:48]=2)=[CH:39][CH:38]=1. The catalyst is C(#N)CC.O. The product is [Cl:36][C:37]1[CH:42]=[CH:41][C:40]([C:43]2[CH2:48][CH2:47][N:46]([CH2:2][C:3]3[CH:12]=[N:11][C:10]4[N:9]5[CH2:13][CH2:14][S:15][CH2:16][CH:8]5[C:7](=[O:17])[NH:6][C:5]=4[CH:4]=3)[CH2:45][CH:44]=2)=[CH:39][CH:38]=1. The yield is 0.190. (4) The reactants are [CH3:1][C@@:2]12[C:18](=[O:19])[CH2:17][CH2:16][C@H:15]1[C@H:14]1[C@@H:5]([C:6]3[CH:7]=[CH:8][C:9]([OH:20])=[CH:10][C:11]=3[CH2:12][CH2:13]1)[CH2:4][CH2:3]2.II.[C:23](O)(=[O:25])C. The catalyst is [Cu](Cl)Cl. The product is [CH3:1][C@@:2]12[C:18](=[O:19])[CH2:17][CH2:16][C@H:15]1[C@H:14]1[C@@H:5]([C:6]3[C:11]([CH2:12][CH2:13]1)=[CH:10][C:9]([OH:20])=[C:8]([O:25][CH3:23])[CH:7]=3)[CH2:4][CH2:3]2. The yield is 0.750. (5) The reactants are [Cl:1][C:2]1[CH:7]=[CH:6][C:5]([C:8]2[C:12]([CH2:13][O:14][C:15]3[CH:23]=[CH:22][C:18]([C:19]([OH:21])=O)=[CH:17][N:16]=3)=[C:11]([CH3:24])[O:10][N:9]=2)=[CH:4][CH:3]=1.[NH2:25][C@@H:26]([CH2:28][OH:29])[CH3:27]. No catalyst specified. The product is [Cl:1][C:2]1[CH:3]=[CH:4][C:5]([C:8]2[C:12]([CH2:13][O:14][C:15]3[CH:23]=[CH:22][C:18]([C:19]([NH:25][C@H:26]([CH3:27])[CH2:28][OH:29])=[O:21])=[CH:17][N:16]=3)=[C:11]([CH3:24])[O:10][N:9]=2)=[CH:6][CH:7]=1. The yield is 0.940. (6) The product is [NH2:21][CH:6]([C:5]1[CH:8]=[CH:9][C:2]([F:1])=[CH:3][CH:4]=1)[CH2:11][C:10]([OH:16])=[O:15]. The reactants are [F:1][C:2]1[CH:9]=[CH:8][C:5]([CH:6]=O)=[CH:4][CH:3]=1.[C:10]([OH:16])(=[O:15])[CH2:11]C(O)=O.C([O-])(=O)C.[NH4+:21]. The catalyst is C(O)C. The yield is 0.628.